Dataset: Reaction yield outcomes from USPTO patents with 853,638 reactions. Task: Predict the reaction yield, written as a fraction of the theoretical maximum amount of product (1.0 means a 100% yield; for example, 0.34 means a 34% yield). (1) The reactants are Br[C:2]1[CH:3]=[C:4]2[C:8](=[N:9][CH:10]=1)[NH:7][CH:6]=[CH:5]2.[CH3:11][O-:12].[Na+]. The product is [CH3:11][O:12][C:2]1[CH:3]=[C:4]2[CH:5]=[CH:6][NH:7][C:8]2=[N:9][CH:10]=1. The yield is 0.500. The catalyst is CN(C)C=O.CO.[Cu]Br. (2) The reactants are CON(C)[C:4](=[O:17])[C:5]1[CH:10]=[CH:9][C:8]([O:11][CH2:12][C:13]([F:16])([F:15])[F:14])=[N:7][CH:6]=1.[CH2:19]([Mg]Br)[CH3:20]. No catalyst specified. The product is [F:16][C:13]([F:14])([F:15])[CH2:12][O:11][C:8]1[N:7]=[CH:6][C:5]([C:4](=[O:17])[CH2:19][CH3:20])=[CH:10][CH:9]=1. The yield is 0.870.